Dataset: Reaction yield outcomes from USPTO patents with 853,638 reactions. Task: Predict the reaction yield, written as a fraction of the theoretical maximum amount of product (1.0 means a 100% yield; for example, 0.34 means a 34% yield). (1) The reactants are F[C:2]1[C:3]([CH3:15])=[N:4][C:5]2[C:10]([N:11]=1)=[C:9]([C:12](=[O:14])[CH3:13])[CH:8]=[CH:7][CH:6]=2.[CH3:16][C:17]([NH2:25])([CH2:19][CH2:20][S:21]([CH3:24])(=[O:23])=[O:22])[CH3:18].C(N(C(C)C)C(C)C)C. The catalyst is CN1C(=O)CCC1.C(Cl)Cl. The product is [CH3:15][C:3]1[C:2]([NH:25][C:17]([CH3:18])([CH2:19][CH2:20][S:21]([CH3:24])(=[O:23])=[O:22])[CH3:16])=[N:11][C:10]2[C:5](=[CH:6][CH:7]=[CH:8][C:9]=2[C:12](=[O:14])[CH3:13])[N:4]=1. The yield is 1.00. (2) The reactants are [F:1][C:2]1[C:7]2[O:8][CH2:9][CH2:10][NH:11][C:6]=2[CH:5]=[CH:4][CH:3]=1.[H-].[Na+].F[C:15]1[CH:22]=[CH:21][C:20]([C:23]([F:26])([F:25])[F:24])=[CH:19][C:16]=1[C:17]#[N:18]. The catalyst is C1COCC1. The product is [F:1][C:2]1[C:7]2[O:8][CH2:9][CH2:10][N:11]([C:15]3[CH:22]=[CH:21][C:20]([C:23]([F:24])([F:26])[F:25])=[CH:19][C:16]=3[C:17]#[N:18])[C:6]=2[CH:5]=[CH:4][CH:3]=1. The yield is 0.337. (3) The reactants are [CH3:1][O:2][C:3](=[O:10])[CH2:4][C@H:5]1[CH2:8][C@@H:7]([OH:9])[CH2:6]1.C1(P(C2C=CC=CC=2)C2C=CC=CC=2)C=CC=CC=1.[N+:30]([C:33]1[CH:41]=[CH:40][C:36]([C:37](O)=[O:38])=[CH:35][CH:34]=1)([O-:32])=[O:31].C1(C)C=CC=CC=1. The catalyst is C1COCC1.N(C(OCC)=O)=NC(OCC)=O. The product is [CH3:1][O:2][C:3]([CH2:4][C@H:5]1[CH2:8][C@H:7]([O:9][C:37](=[O:38])[C:36]2[CH:35]=[CH:34][C:33]([N+:30]([O-:32])=[O:31])=[CH:41][CH:40]=2)[CH2:6]1)=[O:10]. The yield is 0.480. (4) The reactants are [O:1]=[C:2]1[CH2:5][CH:4]([C:6]([O:8][CH2:9][CH3:10])=[O:7])[CH2:3]1.[BH4-].[Na+].Cl. The catalyst is CCO. The product is [OH:1][C@@H:2]1[CH2:5][C@H:4]([C:6]([O:8][CH2:9][CH3:10])=[O:7])[CH2:3]1. The yield is 0.660.